From a dataset of Reaction yield outcomes from USPTO patents with 853,638 reactions. Predict the reaction yield, written as a fraction of the theoretical maximum amount of product (1.0 means a 100% yield; for example, 0.34 means a 34% yield). (1) The reactants are C[O:2][C:3](=[O:21])[CH2:4][CH2:5][CH2:6][CH2:7][CH2:8][CH2:9][C:10](=[O:20])[NH:11][O:12][CH:13]([O:15][CH2:16][CH:17]([CH3:19])[CH3:18])[CH3:14].O.[OH-].[Li+]. The catalyst is C1COCC1. The product is [CH2:16]([O:15][CH:13]([O:12][NH:11][C:10]([CH2:9][CH2:8][CH2:7][CH2:6][CH2:5][CH2:4][C:3]([OH:21])=[O:2])=[O:20])[CH3:14])[CH:17]([CH3:19])[CH3:18]. The yield is 0.830. (2) The reactants are [NH:1]1[CH2:5][CH2:4][C@@H:3]([NH:6][C:7](=[O:13])[O:8][C:9]([CH3:12])([CH3:11])[CH3:10])[CH2:2]1.Cl[C:15]1[C:16]2[CH:23]=[CH:22][NH:21][C:17]=2[N:18]=[CH:19][N:20]=1.CCN(C(C)C)C(C)C. The catalyst is CCO. The product is [N:18]1[C:17]2[NH:21][CH:22]=[CH:23][C:16]=2[C:15]([N:1]2[CH2:5][CH2:4][C@@H:3]([NH:6][C:7](=[O:13])[O:8][C:9]([CH3:10])([CH3:12])[CH3:11])[CH2:2]2)=[N:20][CH:19]=1. The yield is 0.880. (3) The reactants are [Cl:1][C:2]1[C:3]([CH3:12])=[C:4]([S:8](Cl)(=[O:10])=[O:9])[CH:5]=[CH:6][CH:7]=1.N1C=CC=CC=1.[NH2:19][C:20]1[CH:29]=[CH:28][C:23]2[N:24]=[C:25]([CH3:27])[O:26][C:22]=2[CH:21]=1.C([O-])(O)=O.[Na+]. The catalyst is ClCCl. The product is [Cl:1][C:2]1[C:3]([CH3:12])=[C:4]([S:8]([NH:19][C:20]2[CH:29]=[CH:28][C:23]3[N:24]=[C:25]([CH3:27])[O:26][C:22]=3[CH:21]=2)(=[O:10])=[O:9])[CH:5]=[CH:6][CH:7]=1. The yield is 0.650. (4) The reactants are [NH:1]1[CH2:5][CH2:4][CH:3]([OH:6])[CH2:2]1.C(N(CC)CC)C.[C:14]([O:18][C:19](O[C:19]([O:18][C:14]([CH3:17])([CH3:16])[CH3:15])=[O:20])=[O:20])([CH3:17])([CH3:16])[CH3:15]. The catalyst is ClCCl. The product is [OH:6][CH:3]1[CH2:4][CH2:5][N:1]([C:19]([O:18][C:14]([CH3:17])([CH3:16])[CH3:15])=[O:20])[CH2:2]1. The yield is 0.970. (5) The reactants are [OH-].[Na+].C[O:4][C:5](=[O:22])[CH2:6][CH2:7][C:8](=[O:21])[C:9]1[CH:14]=[CH:13][C:12]([O:15][CH3:16])=[C:11]([O:17][CH3:18])[C:10]=1[O:19][CH3:20].O. The catalyst is CO. The product is [O:21]=[C:8]([C:9]1[CH:14]=[CH:13][C:12]([O:15][CH3:16])=[C:11]([O:17][CH3:18])[C:10]=1[O:19][CH3:20])[CH2:7][CH2:6][C:5]([OH:22])=[O:4]. The yield is 0.940.